Binary Classification. Given a T-cell receptor sequence (or CDR3 region) and an epitope sequence, predict whether binding occurs between them. From a dataset of TCR-epitope binding with 47,182 pairs between 192 epitopes and 23,139 TCRs. (1) The epitope is LLWNGPMAV. The TCR CDR3 sequence is CASSLAGVEQFF. Result: 1 (the TCR binds to the epitope). (2) The epitope is IVDTVSALV. The TCR CDR3 sequence is CASSFGVGTYEQYF. Result: 0 (the TCR does not bind to the epitope). (3) The epitope is LPPAYTNSF. The TCR CDR3 sequence is CASSYPEGPYSYNEQFF. Result: 0 (the TCR does not bind to the epitope). (4) The epitope is LPPAYTNSF. The TCR CDR3 sequence is CASSLAGQGYEQYF. Result: 0 (the TCR does not bind to the epitope). (5) Result: 1 (the TCR binds to the epitope). The TCR CDR3 sequence is CASSLASGPSYEQYF. The epitope is RLYYDSMSY. (6) The epitope is VSFIEFVGW. The TCR CDR3 sequence is CASSQGSGATNGQFF. Result: 1 (the TCR binds to the epitope). (7) The epitope is GILGFVFTL. The TCR CDR3 sequence is CASSIRTSGGTDTQYF. Result: 0 (the TCR does not bind to the epitope). (8) The epitope is DRFYKTLRAEQASQEV. The TCR CDR3 sequence is CASSQDLGTSGEETQYF. Result: 0 (the TCR does not bind to the epitope). (9) The TCR CDR3 sequence is CATRSQGSYFSGNTIYF. Result: 0 (the TCR does not bind to the epitope). The epitope is SGPLKAEIAQRLED. (10) The epitope is DATYQRTRALVR. The TCR CDR3 sequence is CASSPLGANEQFF. Result: 0 (the TCR does not bind to the epitope).